Dataset: Forward reaction prediction with 1.9M reactions from USPTO patents (1976-2016). Task: Predict the product of the given reaction. (1) Given the reactants C([N:3](CC)CC)C.CN.F[P-](F)(F)(F)(F)F.N1(O[P+](N(C)C)(N(C)C)N(C)C)C2C=CC=CC=2N=N1.Cl[C:38]1[CH:46]=[CH:45][C:41]([C:42](O)=[O:43])=[C:40](NCC)[N:39]=1, predict the reaction product. The product is: [C:42]([NH2:3])(=[O:43])[C:41]1[CH:45]=[CH:46][CH:38]=[N:39][CH:40]=1. (2) Given the reactants Br[C:2]1[C:10]2[C:9](=[O:11])[N:8]([CH2:12][C:13]([F:25])([F:24])[C:14]3[CH:23]=[CH:22][C:21]4[C:16](=[CH:17][CH:18]=[CH:19][CH:20]=4)[N:15]=3)[N:7]=[CH:6][C:5]=2[S:4][CH:3]=1.[N:26]1[CH:31]=[CH:30][C:29](B(O)O)=[CH:28][CH:27]=1.C([O-])([O-])=O.[Na+].[Na+], predict the reaction product. The product is: [F:24][C:13]([F:25])([C:14]1[CH:23]=[CH:22][C:21]2[C:16](=[CH:17][CH:18]=[CH:19][CH:20]=2)[N:15]=1)[CH2:12][N:8]1[C:9](=[O:11])[C:10]2[C:2]([C:29]3[CH:30]=[CH:31][N:26]=[CH:27][CH:28]=3)=[CH:3][S:4][C:5]=2[CH:6]=[N:7]1. (3) Given the reactants [Cl:1][C:2]1[CH:3]=[C:4]([C:9]2([C:27]([F:30])([F:29])[F:28])[O:13][N:12]=[C:11]([C:14]3[C:23]4[C:18](=[CH:19][CH:20]=[CH:21][CH:22]=4)[C:17]([C:24](O)=[O:25])=[CH:16][CH:15]=3)[CH2:10]2)[CH:5]=[C:6]([Cl:8])[CH:7]=1.ClC1C=C(C2(C(F)(F)F)ON=C(C3C4C(=CC=CC=4)C(C(OC)=O)=CC=3)C2)C=C(Cl)C=1.CCCP(=O)=O.[F:68][C:69]([F:73])([F:72])[CH2:70][NH2:71], predict the reaction product. The product is: [Cl:8][C:6]1[CH:5]=[C:4]([C:9]2([C:27]([F:28])([F:30])[F:29])[O:13][N:12]=[C:11]([C:14]3[C:23]4[C:18](=[CH:19][CH:20]=[CH:21][CH:22]=4)[C:17]([C:24]([NH:71][CH2:70][C:69]([F:73])([F:72])[F:68])=[O:25])=[CH:16][CH:15]=3)[CH2:10]2)[CH:3]=[C:2]([Cl:1])[CH:7]=1. (4) Given the reactants [CH:1]([C:3]1[CH:12]=[CH:11][C:6]([C:7]([O:9][CH3:10])=[O:8])=[CH:5][CH:4]=1)=O.CCO[C:16]([C:18]([CH2:20][C:21]([CH3:23])=[O:22])=[O:19])=[O:17].[NH2:24][CH2:25][CH2:26][C:27]1[CH:28]=[C:29]([OH:33])[CH:30]=[CH:31][CH:32]=1, predict the reaction product. The product is: [C:21]([C:20]1[CH:1]([C:3]2[CH:12]=[CH:11][C:6]([C:7]([O:9][CH3:10])=[O:8])=[CH:5][CH:4]=2)[N:24]([CH2:25][CH2:26][C:27]2[CH:32]=[CH:31][CH:30]=[C:29]([OH:33])[CH:28]=2)[C:16](=[O:17])[C:18]=1[OH:19])(=[O:22])[CH3:23].